Dataset: Reaction yield outcomes from USPTO patents with 853,638 reactions. Task: Predict the reaction yield, written as a fraction of the theoretical maximum amount of product (1.0 means a 100% yield; for example, 0.34 means a 34% yield). The reactants are C1C=CC(P(C2C=CC=CC=2)C2C=CC=CC=2)=CC=1.C([O-])([O-])=O.[K+].[K+].Br[C:27]1[C:28]([CH3:42])=[C:29]([CH2:33][NH:34][C:35](=[O:41])[O:36][C:37]([CH3:40])([CH3:39])[CH3:38])[CH:30]=[CH:31][CH:32]=1.[CH3:43][C:44]([Si:47]([CH3:60])([CH3:59])[O:48][CH2:49][C:50]1[CH:51]=[C:52](B(O)O)[CH:53]=[CH:54][CH:55]=1)([CH3:46])[CH3:45]. The catalyst is O1CCOCC1.CC([O-])=O.CC([O-])=O.[Pd+2]. The product is [CH3:46][C:44]([Si:47]([CH3:60])([CH3:59])[O:48][CH2:49][C:50]1[CH:51]=[C:52]([C:27]2[CH:32]=[CH:31][CH:30]=[C:29]([CH2:33][NH:34][C:35](=[O:41])[O:36][C:37]([CH3:40])([CH3:39])[CH3:38])[C:28]=2[CH3:42])[CH:53]=[CH:54][CH:55]=1)([CH3:43])[CH3:45]. The yield is 0.650.